This data is from Reaction yield outcomes from USPTO patents with 853,638 reactions. The task is: Predict the reaction yield, written as a fraction of the theoretical maximum amount of product (1.0 means a 100% yield; for example, 0.34 means a 34% yield). (1) The reactants are [NH2:1][CH2:2][CH2:3][N:4]1[CH2:9][CH2:8][O:7][CH2:6][CH2:5]1.Cl[C:11]1[N:16]=[C:15]([C:17]2[N:18]([CH3:26])[C:19]3[C:24]([CH:25]=2)=[CH:23][CH:22]=[CH:21][CH:20]=3)[N:14]=[C:13]([NH:27][C:28]2[CH:32]=[C:31]([CH3:33])[NH:30][N:29]=2)[CH:12]=1. No catalyst specified. The product is [CH3:26][N:18]1[C:19]2[C:24](=[CH:23][CH:22]=[CH:21][CH:20]=2)[CH:25]=[C:17]1[C:15]1[N:14]=[C:13]([NH:27][C:28]2[CH:32]=[C:31]([CH3:33])[NH:30][N:29]=2)[CH:12]=[C:11]([NH:1][CH2:2][CH2:3][N:4]2[CH2:9][CH2:8][O:7][CH2:6][CH2:5]2)[N:16]=1. The yield is 0.690. (2) The reactants are [Cl:1][C:2]1[CH:7]=[C:6]([Cl:8])[CH:5]=[CH:4][C:3]=1[C:9]1[CH:13]=[C:12]([O:14][CH:15]([F:17])[F:16])[NH:11][N:10]=1.S(OC)(O[CH3:22])(=O)=O.[NH4+].[Cl-]. The catalyst is C1(C)C=CC=CC=1. The product is [Cl:1][C:2]1[CH:7]=[C:6]([Cl:8])[CH:5]=[CH:4][C:3]=1[C:9]1[CH:13]=[C:12]([O:14][CH:15]([F:16])[F:17])[N:11]([CH3:22])[N:10]=1. The yield is 0.731. (3) The product is [C:1]([C:3]1[CH:8]=[CH:7][C:6]([CH:9]([C:27]2[N:31]([CH3:32])[CH:30]=[N:29][CH:28]=2)[O:10][CH2:11][C:12]2[CH:19]=[CH:18][C:15]([C:16]#[N:17])=[CH:14][C:13]=2[C:20]2[CH:25]=[CH:24][C:23](=[O:26])[N:22]([CH2:35][CH2:36][CH3:37])[CH:21]=2)=[CH:5][CH:4]=1)#[N:2]. The reactants are [C:1]([C:3]1[CH:8]=[CH:7][C:6]([CH:9]([C:27]2[N:31]([CH3:32])[CH:30]=[N:29][CH:28]=2)[O:10][CH2:11][C:12]2[CH:19]=[CH:18][C:15]([C:16]#[N:17])=[CH:14][C:13]=2[C:20]2[CH:25]=[CH:24][C:23](=[O:26])[NH:22][CH:21]=2)=[CH:5][CH:4]=1)#[N:2].[H-].[Na+].[CH3:35][CH2:36][CH2:37]Br. The yield is 0.350. The catalyst is CN(C=O)C. (4) The reactants are [F:1][C:2]([F:33])([F:32])[CH2:3][NH:4][C:5]1[C:6]2[O:31][CH:30]=[CH:29][C:7]=2[N:8]=[C:9]([NH:11][C:12]2[CH:20]=[C:19]3[C:15]([CH:16]=[N:17][N:18]3COCC[Si](C)(C)C)=[CH:14][CH:13]=2)[N:10]=1.C(O)(C(F)(F)F)=O. The catalyst is C(Cl)Cl. The product is [NH:18]1[C:19]2[C:15](=[CH:14][CH:13]=[C:12]([NH:11][C:9]3[N:10]=[C:5]([NH:4][CH2:3][C:2]([F:32])([F:33])[F:1])[C:6]4[O:31][CH:30]=[CH:29][C:7]=4[N:8]=3)[CH:20]=2)[CH:16]=[N:17]1. The yield is 0.190. (5) The reactants are C([O:3][C:4]([C:6]1[NH:7][CH:8]=[N:9][C:10]=1[C:11]([CH3:15])([CH3:14])[CH:12]=[CH2:13])=O)C.[H-].[Al+3].[Li+].[H-].[H-].[H-].O. The catalyst is C1COCC1. The product is [CH3:15][C:11]([C:10]1[N:9]=[CH:8][NH:7][C:6]=1[CH2:4][OH:3])([CH3:14])[CH:12]=[CH2:13]. The yield is 1.02.